From a dataset of Full USPTO retrosynthesis dataset with 1.9M reactions from patents (1976-2016). Predict the reactants needed to synthesize the given product. (1) Given the product [CH3:1][O:2][C:3]([C:5]1[CH:6]=[C:7]2[C:11](=[CH:12][CH:13]=1)[NH:10][N:9]=[C:8]2[C:14]([OH:16])=[O:15])=[O:4], predict the reactants needed to synthesize it. The reactants are: [CH3:1][O:2][C:3]([C:5]1[CH:6]=[C:7]2[C:11](=[CH:12][CH:13]=1)[NH:10][N:9]=[C:8]2[CH:14]=[O:15])=[O:4].[O-:16]Cl=O.[Na+].OO.Cl. (2) Given the product [CH2:15]([O:14][CH2:13][C@@H:10]([NH:9][C:24](=[O:25])[CH2:23][Cl:22])[CH2:11][OH:12])[C:16]1[CH:21]=[CH:20][CH:19]=[CH:18][CH:17]=1, predict the reactants needed to synthesize it. The reactants are: C(N(CC)CC)C.Cl.[NH2:9][C@H:10]([CH2:13][O:14][CH2:15][C:16]1[CH:21]=[CH:20][CH:19]=[CH:18][CH:17]=1)[CH2:11][OH:12].[Cl:22][CH2:23][C:24](Cl)=[O:25]. (3) Given the product [Cl:1][C:2]1[CH:7]=[C:6]([N+:17]([O-:19])=[O:18])[C:5]([NH:8][C:9](=[O:15])[CH2:10][C:11]([F:13])([F:14])[F:12])=[C:4]([F:16])[CH:3]=1, predict the reactants needed to synthesize it. The reactants are: [Cl:1][C:2]1[CH:7]=[CH:6][C:5]([NH:8][C:9](=[O:15])[CH2:10][C:11]([F:14])([F:13])[F:12])=[C:4]([F:16])[CH:3]=1.[N+:17]([O-])([OH:19])=[O:18]. (4) The reactants are: [Cl:1][C:2]1[CH:7]=[CH:6][C:5]([N:8]2[C:16]([C:17]([CH:19]3[CH2:24][CH2:23][CH2:22][CH2:21][CH2:20]3)=[O:18])=[C:15]3[C:10]([CH:11]=[C:12]([F:26])[C:13]([F:25])=[CH:14]3)=[N:9]2)=[CH:4][CH:3]=1.[CH3:27][Si:28](C#N)([CH3:30])[CH3:29].[CH2:33]([N:35](CC)CC)C. Given the product [Cl:1][C:2]1[CH:3]=[CH:4][C:5]([N:8]2[C:16]([C:17]([CH:19]3[CH2:24][CH2:23][CH2:22][CH2:21][CH2:20]3)([O:18][Si:28]([CH3:30])([CH3:29])[CH3:27])[C:33]#[N:35])=[C:15]3[C:10]([CH:11]=[C:12]([F:26])[C:13]([F:25])=[CH:14]3)=[N:9]2)=[CH:6][CH:7]=1, predict the reactants needed to synthesize it. (5) Given the product [CH2:30]([O:1][C:2]1[CH:7]=[CH:6][CH:5]=[CH:4][C:3]=1[N:8]1[CH2:9][CH2:10][C:11]([C:16]2[CH:21]=[CH:20][CH:19]=[C:18]([O:22][CH3:23])[CH:17]=2)([C:14]#[N:15])[CH2:12][CH2:13]1)[C:31]1[CH:36]=[CH:35][CH:34]=[CH:33][CH:32]=1, predict the reactants needed to synthesize it. The reactants are: [OH:1][C:2]1[CH:7]=[CH:6][CH:5]=[CH:4][C:3]=1[N:8]1[CH2:13][CH2:12][C:11]([C:16]2[CH:21]=[CH:20][CH:19]=[C:18]([O:22][CH3:23])[CH:17]=2)([C:14]#[N:15])[CH2:10][CH2:9]1.C(=O)([O-])[O-].[K+].[K+].[CH2:30](Br)[C:31]1[CH:36]=[CH:35][CH:34]=[CH:33][CH:32]=1.O. (6) Given the product [Cl:37][C:19]1[N:14]2[N:13]=[C:12]([CH3:25])[C:11]([C:3]3[C:2]([Cl:1])=[CH:7][C:6]([O:8][CH3:9])=[CH:5][C:4]=3[Cl:10])=[C:15]2[N:16]=[C:17]([CH3:24])[CH:18]=1, predict the reactants needed to synthesize it. The reactants are: [Cl:1][C:2]1[CH:7]=[C:6]([O:8][CH3:9])[CH:5]=[C:4]([Cl:10])[C:3]=1[C:11]1[C:12]([CH3:25])=[N:13][N:14]2[C:19](NCCN)=[CH:18][C:17]([CH3:24])=[N:16][C:15]=12.O1CCC(=O)CC1.C([BH3-])#N.[Na+].[ClH:37]. (7) Given the product [Br:1][C:2]1[C:11]([O:12][CH2:13][C:14]2[NH:32][N:31]=[N:30][N:15]=2)=[CH:10][CH:9]=[C:8]2[C:3]=1[CH:4]=[CH:5][C:6]([CH2:16][NH:17][C:18]([C:20]1[C:24]3[CH:25]=[CH:26][CH:27]=[CH:28][C:23]=3[O:22][C:21]=1[CH3:29])=[O:19])=[CH:7]2, predict the reactants needed to synthesize it. The reactants are: [Br:1][C:2]1[C:11]([O:12][CH2:13][C:14]#[N:15])=[CH:10][CH:9]=[C:8]2[C:3]=1[CH:4]=[CH:5][C:6]([CH2:16][NH:17][C:18]([C:20]1[C:24]3[CH:25]=[CH:26][CH:27]=[CH:28][C:23]=3[O:22][C:21]=1[CH3:29])=[O:19])=[CH:7]2.[N-:30]=[N+:31]=[N-:32].[Na+].[Cl-].[NH4+].[OH-].[Na+]. (8) The reactants are: [C:1]([C:5]1[CH:9]=[C:8]([NH:10][C:11]([NH:13][C:14]2[CH:19]=[CH:18][C:17]([O:20][C:21]3[CH:26]=[CH:25][N:24]=[CH:23][CH:22]=3)=[CH:16][CH:15]=2)=[O:12])[N:7]([C:27]2[CH:32]=[CH:31][C:30]([CH2:33][C:34](N3CC[C@H](O)C3)=[O:35])=[CH:29][CH:28]=2)[N:6]=1)([CH3:4])([CH3:3])[CH3:2].Cl.[CH3:43][O:44][C:45](=[O:50])[C@H:46]([CH2:48][OH:49])[NH2:47]. Given the product [C:1]([C:5]1[CH:9]=[C:8]([NH:10][C:11]([NH:13][C:14]2[CH:15]=[CH:16][C:17]([O:20][C:21]3[CH:26]=[CH:25][N:24]=[CH:23][CH:22]=3)=[CH:18][CH:19]=2)=[O:12])[N:7]([C:27]2[CH:28]=[CH:29][C:30]([CH2:33][C:34]([NH:47][C@H:46]([C:45]([O:44][CH3:43])=[O:50])[CH2:48][OH:49])=[O:35])=[CH:31][CH:32]=2)[N:6]=1)([CH3:4])([CH3:2])[CH3:3], predict the reactants needed to synthesize it. (9) Given the product [CH3:34][O:33][CH2:32][CH2:31][N:26]1[C:27](=[O:30])[CH2:28][CH2:29][CH:24]([N:17]2[C:18](=[O:23])[C:19]3[C:15](=[C:14]([NH:13][C:1](=[O:3])[CH3:2])[CH:22]=[CH:21][CH:20]=3)[C:16]2=[O:36])[C:25]1=[O:35], predict the reactants needed to synthesize it. The reactants are: [C:1](OC(=O)C)(=[O:3])[CH3:2].C1COCC1.[NH2:13][C:14]1[CH:22]=[CH:21][CH:20]=[C:19]2[C:15]=1[C:16](=[O:36])[N:17]([CH:24]1[CH2:29][CH2:28][C:27](=[O:30])[N:26]([CH2:31][CH2:32][O:33][CH3:34])[C:25]1=[O:35])[C:18]2=[O:23].